From a dataset of Full USPTO retrosynthesis dataset with 1.9M reactions from patents (1976-2016). Predict the reactants needed to synthesize the given product. (1) The reactants are: [CH:1]([C:4]1[O:8][C:7]([CH2:9][CH2:10][NH:11]C(=O)OC(C)(C)C)=[N:6][N:5]=1)([CH3:3])[CH3:2].FC(F)(F)C(O)=O. Given the product [CH:1]([C:4]1[O:8][C:7]([CH2:9][CH2:10][NH2:11])=[N:6][N:5]=1)([CH3:3])[CH3:2], predict the reactants needed to synthesize it. (2) Given the product [N:1]1[CH:6]=[CH:5][CH:4]=[CH:3][C:2]=1[N:7]1[CH2:8][CH2:9][N:10]([CH2:14][C:15]#[N:16])[CH2:11][CH2:12]1, predict the reactants needed to synthesize it. The reactants are: [N:1]1[CH:6]=[CH:5][CH:4]=[CH:3][C:2]=1[N:7]1[CH2:12][CH2:11][NH:10][CH2:9][CH2:8]1.Br[CH2:14][C:15]#[N:16]. (3) Given the product [OH:1][C:2]1[CH:3]=[C:4]([CH:14]=[C:15]([O:17][C@@H:18]2[CH2:19][CH2:24][O:35][CH2:36]2)[CH:16]=1)[C:5]([NH:7][C:8]1[CH:12]=[CH:11][N:10]([CH3:13])[N:9]=1)=[O:6], predict the reactants needed to synthesize it. The reactants are: [OH:1][C:2]1[CH:3]=[C:4]([CH:14]=[C:15]([O:17][CH2:18][C:19]2[CH:24]=CC=CC=2)[CH:16]=1)[C:5]([NH:7][C:8]1[CH:12]=[CH:11][N:10]([CH3:13])[N:9]=1)=[O:6].CC1C=CC(S([O:35][C@H:36]2CCOC2)(=O)=O)=CC=1.C(=O)([O-])[O-].[K+].[K+].[H][H]. (4) Given the product [CH:15]1([N:6]2[C:7]3[C:3](=[C:2]([CH3:1])[CH:10]=[C:9]([NH2:11])[CH:8]=3)[CH:4]=[N:5]2)[CH2:18][CH2:17][CH2:16]1.[CH:15]1([N:5]2[CH:4]=[C:3]3[C:7]([CH:8]=[C:9]([NH2:11])[CH:10]=[C:2]3[CH3:1])=[N:6]2)[CH2:18][CH2:17][CH2:16]1, predict the reactants needed to synthesize it. The reactants are: [CH3:1][C:2]1[CH:10]=[C:9]([N+:11]([O-])=O)[CH:8]=[C:7]2[C:3]=1[CH:4]=[N:5][NH:6]2.Br[CH:15]1[CH2:18][CH2:17][CH2:16]1. (5) Given the product [Cl:1][C:2]1[CH:7]=[C:6]([Cl:8])[CH:5]=[CH:4][C:3]=1[N:9]1[C:14]2=[N:15][C:16]3[C:17](=[C:18]([C:22]([N:38]([CH3:39])[CH3:36])=[O:24])[CH:19]=[CH:20][CH:21]=3)[N:13]2[CH2:12][CH2:11][CH2:10]1, predict the reactants needed to synthesize it. The reactants are: [Cl:1][C:2]1[CH:7]=[C:6]([Cl:8])[CH:5]=[CH:4][C:3]=1[N:9]1[C:14]2=[N:15][C:16]3[C:17](=[C:18]([C:22]([OH:24])=O)[CH:19]=[CH:20][CH:21]=3)[N:13]2[CH2:12][CH2:11][CH2:10]1.ON1C2C=CC=CC=2N=N1.Cl.[CH2:36]([N:38]=[C:39]=NCCCN(C)C)C.CN.